From a dataset of Full USPTO retrosynthesis dataset with 1.9M reactions from patents (1976-2016). Predict the reactants needed to synthesize the given product. (1) Given the product [OH:23][C:20]([CH3:22])([CH3:21])[CH2:19][O:11][C:8]1[CH:9]=[CH:10][C:5]([CH2:4][C:3]([OH:2])=[O:12])=[CH:6][CH:7]=1, predict the reactants needed to synthesize it. The reactants are: C[O:2][C:3](=[O:12])[CH2:4][C:5]1[CH:10]=[CH:9][C:8]([OH:11])=[CH:7][CH:6]=1.C([O-])([O-])=O.[K+].[K+].[CH3:19][C:20]1([O:23][CH2:22]1)[CH3:21]. (2) Given the product [ClH:1].[NH2:23][C@@H:19]1[CH2:20][CH2:21][CH2:22][N:17]([C:3]2[C:2]([Cl:1])=[CH:7][N:6]=[C:5]3[NH:8][CH:9]=[C:10]([NH:11][C:12](=[O:16])[CH:13]([CH3:14])[CH3:15])[C:4]=23)[CH2:18]1, predict the reactants needed to synthesize it. The reactants are: [Cl:1][C:2]1[C:3]([N:17]2[CH2:22][CH2:21][CH2:20][C@@H:19]([NH:23]C(=O)OC(C)(C)C)[CH2:18]2)=[C:4]2[C:10]([NH:11][C:12](=[O:16])[CH:13]([CH3:15])[CH3:14])=[CH:9][NH:8][C:5]2=[N:6][CH:7]=1.C(O)(C(F)(F)F)=O. (3) Given the product [CH3:69][C:68]([CH3:71])([CH3:70])[C@H:66]([NH:67][C:47](=[O:49])[CH2:46][C:43]1[O:42][C:41]([C:38]2[CH:37]=[CH:36][C:35]([C:50]3[CH:55]=[CH:54][CH:53]=[CH:52][CH:51]=3)=[CH:40][CH:39]=2)=[CH:45][CH:44]=1)[C:65](=[O:72])[NH:64][CH3:63], predict the reactants needed to synthesize it. The reactants are: C(OC(=O)C(N)[C@@H](C(OC(C)(C)C)=O)C(N[C@@H](CC1C=CC=CC=1)COC)=O)C1C=CC=CC=1.[C:35]1([C:50]2[CH:55]=[CH:54][CH:53]=[CH:52][CH:51]=2)[CH:40]=[CH:39][C:38]([C:41]2[O:42][C:43]([CH2:46][C:47]([OH:49])=O)=[CH:44][CH:45]=2)=[CH:37][CH:36]=1.FC(F)(F)C(O)=O.[CH3:63][NH:64][C:65](=[O:72])[C@H:66]([C:68]([CH3:71])([CH3:70])[CH3:69])[NH2:67].F[P-](F)(F)(F)(F)F.N1(O[P+](N(C)C)(N(C)C)N(C)C)C2C=CC=CC=2N=N1.